This data is from Forward reaction prediction with 1.9M reactions from USPTO patents (1976-2016). The task is: Predict the product of the given reaction. Given the reactants Cl[C:2]1[C:3]2[C:10]([C:11]3[CH:16]=[CH:15][C:14](OC)=[CH:13][CH:12]=3)=[CH:9][NH:8][C:4]=2[N:5]=[CH:6][N:7]=1.C1(S(N2C3N=CN=C(Cl)C=3C(I)=C2)(=O)=O)C=CC=CC=1.[N+:39](C1C=C(B(O)O)C=CC=1)([O-:41])=[O:40].[NH2:51][C:52]1[CH:53]=[C:54]([C:58]#[CH:59])[CH:55]=[CH:56][CH:57]=1, predict the reaction product. The product is: [C:58]([C:54]1[CH:53]=[C:52]([NH:51][C:2]2[C:3]3[C:10]([C:11]4[CH:16]=[CH:15][CH:14]=[C:13]([N+:39]([O-:41])=[O:40])[CH:12]=4)=[CH:9][NH:8][C:4]=3[N:5]=[CH:6][N:7]=2)[CH:57]=[CH:56][CH:55]=1)#[CH:59].